From a dataset of CYP1A2 inhibition data for predicting drug metabolism from PubChem BioAssay. Regression/Classification. Given a drug SMILES string, predict its absorption, distribution, metabolism, or excretion properties. Task type varies by dataset: regression for continuous measurements (e.g., permeability, clearance, half-life) or binary classification for categorical outcomes (e.g., BBB penetration, CYP inhibition). Dataset: cyp1a2_veith. (1) The drug is [N-]=[N+]=N[C@@H]1[C@H](O)[C@H](CO)O[C@@H]1n1cnc2c(N)ncnc21. The result is 0 (non-inhibitor). (2) The compound is CO[C@@H]1CC=C2CCN3CCC4=C(CC(=O)OC4)[C@]23C1. The result is 0 (non-inhibitor). (3) The molecule is O=C(O)/C(=C/c1c(C(=O)O)[nH]c2cc(Cl)cc(Cl)c12)c1ccccc1. The result is 1 (inhibitor). (4) The compound is C/C(=C(/CCOP(=O)(O)O)SC(=O)c1ccccc1)N(C=O)Cc1cnc(C)nc1N. The result is 0 (non-inhibitor). (5) The compound is CN(C)CC(O)COc1ccc(C(C)(C)c2ccc(OCC(O)CN(C)C)cc2)cc1.Cl. The result is 0 (non-inhibitor). (6) The result is 0 (non-inhibitor). The drug is CO[C@@H]1COC(=O)[C@@H](CCSC)NC(=O)C/C=C\[C@@H](C)COC(=O)[C@H](C)NC(=O)C/C=C\[C@H]1C. (7) The compound is NC(=O)CN1CCN(c2nc(-c3ccc(F)cc3)cs2)CC1. The result is 1 (inhibitor). (8) The molecule is COCCn1c(C(=O)N(C)C)cc2c1C[C@H]1CN(C(=O)c3ccccc3)[C@@](Cc3ccc(F)cc3)(C(=O)OC)[C@@H]21. The result is 0 (non-inhibitor). (9) The compound is O=C(CCc1ccccc1)NNC(=O)c1ccco1. The result is 0 (non-inhibitor).